From a dataset of Experimentally validated miRNA-target interactions with 360,000+ pairs, plus equal number of negative samples. Binary Classification. Given a miRNA mature sequence and a target amino acid sequence, predict their likelihood of interaction. (1) The miRNA is hsa-miR-148b-5p with sequence AAGUUCUGUUAUACACUCAGGC. The protein sequence of the target gene is MPYLGSEDVVKELKKALCNPHIQADRLRYRNVIQRVIRYMTQGLDMSGVFMEMVKASATVDIVQKKLVYLYMCTYAPLKPDLALLAINTLCKDCSDPNPMVRGLALRSMCSLRMPGVQEYIQQPILNGLRDKASYVRRVAVLGCAKMHNLHGDSEVDGALVNELYSLLRDQDPIVVVNCLRSLEEILKQEGGVVINKPIAHHLLNRMSKLDQWGQAEVLNFLLRYQPRSEEELFDILNLLDSFLKSSSPGVVMGATKLFLILAKMFPHVQTDVLVRVKGPLLAACSSESRELCFVALCHV.... Result: 0 (no interaction). (2) The miRNA is hsa-miR-4759 with sequence UAGGACUAGAUGUUGGAAUUA. The protein sequence of the target gene is MSQVKSSYSYDAPSDFINFSSLDDEGDTQNIDSWFEEKANLENKLLGKNGTGGLFQGKTPLRKANLQQAIVTPLKPVDNTYYKEAEKENLVEQSIPSNACSSLEVEAAISRKTPAQPQRRSLRLSAQKDLEQKEKHHVKMKAKRCATPVIIDEILPSKKMKVSNNKKKPEEEGSAHQDTAEKNASSPEKAKGRHTVPCMPPAKQKFLKSTEEQELEKSMKMQQEVVEMRKKNEEFKKLALAGIGQPVKKSVSQVTKSVDFHFRTDERIKQHPKNQEEYKEVNFTSELRKHPSSPARVTKG.... Result: 0 (no interaction). (3) The miRNA is hsa-miR-3680-3p with sequence UUUUGCAUGACCCUGGGAGUAGG. The protein sequence of the target gene is MRHGVAWALLVAAALGLGARGVRGAVALADFYPFGAERGDAVTPKQDDGGSGLRPLSVPFPFFGAEHSGLYVNNNGIISFLKEVSQFTPVAFPIAKDRCVVAAFWADVDNRRAGDVYYREATDPAMLRRATEDVRHYFPELLDFNATWVFVATWYRVTFFGGSSSSPVNTFQTVLITDGKLSFTIFNYESIVWTTGTHASSGGNATGLGGIAAQAGFNAGDGQRYFSIPGSRTADMAEVETTTNVGVPGRWAFRIDDAQVRVGGCGHTTSVCLALRPCLNGGKCIDDCVTGNPSYTCSCL.... Result: 1 (interaction). (4) The miRNA is hsa-miR-548ae-5p with sequence AAAAGUAAUUGUGGUUUUUG. The protein sequence of the target gene is MDPNPRAALERQQLRLRERQKFFEDILQPETEFVFPLSHLHLESQRPPIGSISSMEVNVDTLEQVEFIDLADQDGADVFLPCEESSPAPQMSGVDDHPEELSLLVPTSDRTTSRTSSLSSDSSNLRSPNPSDGGGDTPLAQSDEEDGDDGGAEPGPCS. Result: 0 (no interaction).